Dataset: Full USPTO retrosynthesis dataset with 1.9M reactions from patents (1976-2016). Task: Predict the reactants needed to synthesize the given product. (1) Given the product [CH2:8]([C:10]1[C:15](=[O:16])[NH:14][C:13]([CH3:18])=[C:12]([C:19]2[O:23][C:22]([C:24]([N:26]3[CH2:31][CH2:30][N:29]([C:32]4[CH:33]=[CH:34][CH:35]=[CH:36][CH:37]=4)[CH2:28][CH2:27]3)=[O:25])=[CH:21][CH:20]=2)[CH:11]=1)[CH3:9], predict the reactants needed to synthesize it. The reactants are: [I-].[K+].C[Si](C)(C)Cl.[CH2:8]([C:10]1[CH:11]=[C:12]([C:19]2[O:23][C:22]([C:24]([N:26]3[CH2:31][CH2:30][N:29]([C:32]4[CH:37]=[CH:36][CH:35]=[CH:34][CH:33]=4)[CH2:28][CH2:27]3)=[O:25])=[CH:21][CH:20]=2)[C:13]([CH3:18])=[N:14][C:15]=1[O:16]C)[CH3:9]. (2) Given the product [NH2:1][C:2]1[S:3][C:4]2[CH:10]=[C:9]([SH:11])[C:8]([F:14])=[CH:7][C:5]=2[N:6]=1, predict the reactants needed to synthesize it. The reactants are: [NH2:1][C:2]1[S:3][C:4]2[CH:10]=[C:9]([S:11]C#N)[C:8]([F:14])=[CH:7][C:5]=2[N:6]=1.C(O)C.P([O-])(O)(O)=O.[K+]. (3) Given the product [O:14]1[CH2:13][CH2:12][CH2:11][CH:10]1[CH2:9][O:8][C:5]1[CH:6]=[CH:7][C:2]([Br:1])=[CH:3][CH:4]=1, predict the reactants needed to synthesize it. The reactants are: [Br:1][C:2]1[CH:7]=[CH:6][C:5]([OH:8])=[CH:4][CH:3]=1.[CH2:9](Br)[CH:10]1[O:14][CH2:13][CH2:12][CH2:11]1. (4) Given the product [CH3:10][O:11][C:12](=[O:20])[CH2:13][C:14]1[N:15]=[C:16]([NH:19][C:7]([C:2]2[CH:3]=[CH:4][CH:5]=[CH:6][N:1]=2)=[O:9])[S:17][CH:18]=1, predict the reactants needed to synthesize it. The reactants are: [N:1]1[CH:6]=[CH:5][CH:4]=[CH:3][C:2]=1[C:7]([OH:9])=O.[CH3:10][O:11][C:12](=[O:20])[CH2:13][C:14]1[N:15]=[C:16]([NH2:19])[S:17][CH:18]=1.O. (5) Given the product [NH2:8][C:9]1[CH:14]=[CH:13][C:12]([NH:15][C:16]([C@@H:18]2[CH2:22][CH2:21][CH2:20][N:19]2[C:23]([O:25][CH2:26][C:27]2[CH:28]=[CH:29][CH:30]=[CH:31][CH:32]=2)=[O:24])=[O:17])=[CH:11][CH:10]=1, predict the reactants needed to synthesize it. The reactants are: C(OC([NH:8][C:9]1[CH:14]=[CH:13][C:12]([NH:15][C:16]([C@@H:18]2[CH2:22][CH2:21][CH2:20][N:19]2[C:23]([O:25][CH2:26][C:27]2[CH:32]=[CH:31][CH:30]=[CH:29][CH:28]=2)=[O:24])=[O:17])=[CH:11][CH:10]=1)=O)(C)(C)C.O1CCOCC1.Cl. (6) Given the product [CH3:39][CH:40]([CH3:47])[CH2:41][CH2:42][S:43]([O:20][C:17]1[CH:16]=[CH:15][C:14]([C:13]2[N:9]([C:3]3[CH:4]=[CH:5][C:6]([Cl:8])=[CH:7][C:2]=3[Cl:1])[N:10]=[C:11]([C:22]([NH:24][C:25]3[CH:30]=[CH:29][C:28]([CH3:31])=[CH:27][N:26]=3)=[O:23])[C:12]=2[CH3:21])=[CH:19][CH:18]=1)(=[O:45])=[O:44], predict the reactants needed to synthesize it. The reactants are: [Cl:1][C:2]1[CH:7]=[C:6]([Cl:8])[CH:5]=[CH:4][C:3]=1[N:9]1[C:13]([C:14]2[CH:19]=[CH:18][C:17]([OH:20])=[CH:16][CH:15]=2)=[C:12]([CH3:21])[C:11]([C:22]([NH:24][C:25]2[CH:30]=[CH:29][C:28]([CH3:31])=[CH:27][N:26]=2)=[O:23])=[N:10]1.C(N(CC)CC)C.[CH3:39][CH:40]([CH3:47])[CH2:41][CH2:42][S:43](Cl)(=[O:45])=[O:44]. (7) The reactants are: [CH2:1]([O:3][C:4](=[O:16])[C:5](=[CH:12]N(C)C)[C:6](=O)[C:7]([CH3:10])([CH3:9])[CH3:8])[CH3:2].[NH2:17][C:18]([NH2:20])=[O:19]. Given the product [CH3:10][C:7]([C:6]1[C:5]([C:4]([O:3][CH2:1][CH3:2])=[O:16])=[CH:12][N:20]=[C:18]([OH:19])[N:17]=1)([CH3:8])[CH3:9], predict the reactants needed to synthesize it.